Predict the reaction yield, written as a fraction of the theoretical maximum amount of product (1.0 means a 100% yield; for example, 0.34 means a 34% yield). From a dataset of Reaction yield outcomes from USPTO patents with 853,638 reactions. (1) The reactants are CS(O)(=O)=O.[NH2:6][CH2:7][C:8]1[CH:9]=[C:10]2[C:14](=[CH:15][CH:16]=1)[C:13](=[O:17])[N:12]([CH:18]1[CH2:23][CH2:22][C:21](=[O:24])[NH:20][C:19]1=[O:25])[CH2:11]2.[C:26](N1C=CN=C1)(N1C=CN=C1)=[O:27].[NH2:38][C:39]1[CH:40]=[C:41]2[C:46](=[CH:47][CH:48]=1)[CH2:45][N:44]([C:49]([O:51][C:52]([CH3:55])([CH3:54])[CH3:53])=[O:50])[CH2:43][CH2:42]2.O. The catalyst is CN(C=O)C. The product is [C:52]([O:51][C:49]([N:44]1[CH2:43][CH2:42][C:41]2[C:46](=[CH:47][CH:48]=[C:39]([NH:38][C:26]([NH:6][CH2:7][C:8]3[CH:9]=[C:10]4[C:14](=[CH:15][CH:16]=3)[C:13](=[O:17])[N:12]([CH:18]3[CH2:23][CH2:22][C:21](=[O:24])[NH:20][C:19]3=[O:25])[CH2:11]4)=[O:27])[CH:40]=2)[CH2:45]1)=[O:50])([CH3:55])([CH3:54])[CH3:53]. The yield is 0.530. (2) The reactants are C[O:2][C:3](=[O:30])[C:4]1[CH:9]=[CH:8][CH:7]=[CH:6][C:5]=1[NH:10][C:11]1[CH:19]=[C:18]2[C:14]([C:15]([C:26](=[O:29])[NH:27][CH3:28])=[N:16][N:17]2[CH:20]2[CH2:25][CH2:24][CH2:23][CH2:22][O:21]2)=[CH:13][CH:12]=1.[OH-].[Na+].Cl.CCOC(C)=O. The catalyst is CO.O1CCCC1.O. The product is [CH3:28][NH:27][C:26]([C:15]1[C:14]2[C:18](=[CH:19][C:11]([NH:10][C:5]3[CH:6]=[CH:7][CH:8]=[CH:9][C:4]=3[C:3]([OH:30])=[O:2])=[CH:12][CH:13]=2)[N:17]([CH:20]2[CH2:25][CH2:24][CH2:23][CH2:22][O:21]2)[N:16]=1)=[O:29]. The yield is 1.00. (3) The reactants are [C:1]([C:4]1[C:5](I)=[N:6][N:7]2[CH2:12][C:11]3([CH2:14][CH2:13]3)[N:10]([C:15]([O:17][C:18]([CH3:21])([CH3:20])[CH3:19])=[O:16])[CH2:9][C:8]=12)(=[O:3])[NH2:2].[O-]P([O-])([O-])=O.[K+].[K+].[K+].[Cl:31][C:32]1[CH:33]=[C:34](B(O)O)[CH:35]=[CH:36][C:37]=1[F:38]. The catalyst is O1CCOCC1.O.C1C=CC(P(C2C=CC=CC=2)[C-]2C=CC=C2)=CC=1.C1C=CC(P(C2C=CC=CC=2)[C-]2C=CC=C2)=CC=1.Cl[Pd]Cl.[Fe+2].C(Cl)Cl. The product is [C:1]([C:4]1[C:5]([C:34]2[CH:35]=[CH:36][C:37]([F:38])=[C:32]([Cl:31])[CH:33]=2)=[N:6][N:7]2[CH2:12][C:11]3([CH2:14][CH2:13]3)[N:10]([C:15]([O:17][C:18]([CH3:21])([CH3:20])[CH3:19])=[O:16])[CH2:9][C:8]=12)(=[O:3])[NH2:2]. The yield is 0.700. (4) The product is [O:20]=[C:18]1[C:17]2[C:16](=[CH:24][CH:23]=[CH:22][CH:21]=2)[C:15](=[O:25])[N:19]1[CH2:2][C:3]1[C:12]2[C:7](=[CH:8][CH:9]=[CH:10][CH:11]=2)[C:6]([CH:13]=[O:14])=[CH:5][CH:4]=1. The yield is 0.980. The reactants are Br[CH2:2][C:3]1[C:12]2[C:7](=[CH:8][CH:9]=[CH:10][CH:11]=2)[C:6]([CH:13]=[O:14])=[CH:5][CH:4]=1.[C:15]1(=[O:25])[NH:19][C:18](=[O:20])[C:17]2=[CH:21][CH:22]=[CH:23][CH:24]=[C:16]12.[K]. The catalyst is CN(C=O)C.O. (5) The reactants are [CH3:1][O:2][C:3]1[CH:48]=[CH:47][C:6]([CH2:7][N:8]([CH2:38][C:39]2[CH:44]=[CH:43][C:42]([O:45][CH3:46])=[CH:41][CH:40]=2)[C:9]2[N:14]=[CH:13][C:12]([C:15]3[C:16]4[CH2:29][CH2:28][N:27]([C:30]5[CH:37]=[CH:36][C:33]([CH:34]=O)=[CH:32][CH:31]=5)[C:17]=4[N:18]=[C:19]([N:21]4[CH2:26][CH2:25][O:24][CH2:23][CH2:22]4)[N:20]=3)=[CH:11][N:10]=2)=[CH:5][CH:4]=1.[NH:49]1[CH2:54][CH2:53][S:52](=[O:56])(=[O:55])[CH2:51][CH2:50]1.C(O[BH-](OC(=O)C)OC(=O)C)(=O)C.[Na+].C(O)(=O)C. The catalyst is ClCCl. The product is [O:55]=[S:52]1(=[O:56])[CH2:53][CH2:54][N:49]([CH2:34][C:33]2[CH:32]=[CH:31][C:30]([N:27]3[C:17]4[N:18]=[C:19]([N:21]5[CH2:22][CH2:23][O:24][CH2:25][CH2:26]5)[N:20]=[C:15]([C:12]5[CH:11]=[N:10][C:9]([N:8]([CH2:38][C:39]6[CH:40]=[CH:41][C:42]([O:45][CH3:46])=[CH:43][CH:44]=6)[CH2:7][C:6]6[CH:47]=[CH:48][C:3]([O:2][CH3:1])=[CH:4][CH:5]=6)=[N:14][CH:13]=5)[C:16]=4[CH2:29][CH2:28]3)=[CH:37][CH:36]=2)[CH2:50][CH2:51]1. The yield is 0.750.